This data is from NCI-60 drug combinations with 297,098 pairs across 59 cell lines. The task is: Regression. Given two drug SMILES strings and cell line genomic features, predict the synergy score measuring deviation from expected non-interaction effect. (1) Drug 1: CCC1(CC2CC(C3=C(CCN(C2)C1)C4=CC=CC=C4N3)(C5=C(C=C6C(=C5)C78CCN9C7C(C=CC9)(C(C(C8N6C=O)(C(=O)OC)O)OC(=O)C)CC)OC)C(=O)OC)O.OS(=O)(=O)O. Drug 2: CS(=O)(=O)CCNCC1=CC=C(O1)C2=CC3=C(C=C2)N=CN=C3NC4=CC(=C(C=C4)OCC5=CC(=CC=C5)F)Cl. Cell line: LOX IMVI. Synergy scores: CSS=10.6, Synergy_ZIP=0.325, Synergy_Bliss=5.60, Synergy_Loewe=-10.6, Synergy_HSA=5.35. (2) Cell line: NCIH23. Drug 1: CC1=C2C(C(=O)C3(C(CC4C(C3C(C(C2(C)C)(CC1OC(=O)C(C(C5=CC=CC=C5)NC(=O)OC(C)(C)C)O)O)OC(=O)C6=CC=CC=C6)(CO4)OC(=O)C)OC)C)OC. Drug 2: C1=CC=C(C=C1)NC(=O)CCCCCCC(=O)NO. Synergy scores: CSS=57.8, Synergy_ZIP=4.21, Synergy_Bliss=1.23, Synergy_Loewe=-18.9, Synergy_HSA=4.93. (3) Synergy scores: CSS=47.6, Synergy_ZIP=5.62, Synergy_Bliss=9.51, Synergy_Loewe=3.27, Synergy_HSA=8.60. Drug 1: C1CCC(CC1)NC(=O)N(CCCl)N=O. Cell line: M14. Drug 2: C1CC(C1)(C(=O)O)C(=O)O.[NH2-].[NH2-].[Pt+2]. (4) Drug 1: CCC1=C2CN3C(=CC4=C(C3=O)COC(=O)C4(CC)O)C2=NC5=C1C=C(C=C5)O. Drug 2: CCN(CC)CCCC(C)NC1=C2C=C(C=CC2=NC3=C1C=CC(=C3)Cl)OC. Cell line: NCI-H322M. Synergy scores: CSS=3.97, Synergy_ZIP=-3.89, Synergy_Bliss=0.739, Synergy_Loewe=3.65, Synergy_HSA=1.04.